From a dataset of TCR-epitope binding with 47,182 pairs between 192 epitopes and 23,139 TCRs. Binary Classification. Given a T-cell receptor sequence (or CDR3 region) and an epitope sequence, predict whether binding occurs between them. The epitope is RLRPGGKKK. The TCR CDR3 sequence is CASSHGLAGVGETQYF. Result: 1 (the TCR binds to the epitope).